From a dataset of Forward reaction prediction with 1.9M reactions from USPTO patents (1976-2016). Predict the product of the given reaction. (1) Given the reactants Br[C:2]1[CH:3]=[C:4]2[C:10]([C:11]([C:13]3[C:14]([F:28])=[C:15]([NH:20][S:21]([CH2:24][CH:25]([CH3:27])[CH3:26])(=[O:23])=[O:22])[CH:16]=[CH:17][C:18]=3[F:19])=[O:12])=[CH:9][NH:8][C:5]2=[N:6][CH:7]=1.[B:29]1([B:29]2[O:33][C:32]([CH3:35])([CH3:34])[C:31]([CH3:37])([CH3:36])[O:30]2)[O:33][C:32]([CH3:35])([CH3:34])[C:31]([CH3:37])([CH3:36])[O:30]1.C([O-])(=O)C.[K+], predict the reaction product. The product is: [F:28][C:14]1[C:13]([C:11]([C:10]2[C:4]3[C:5](=[N:6][CH:7]=[C:2]([B:29]4[O:33][C:32]([CH3:35])([CH3:34])[C:31]([CH3:37])([CH3:36])[O:30]4)[CH:3]=3)[NH:8][CH:9]=2)=[O:12])=[C:18]([F:19])[CH:17]=[CH:16][C:15]=1[NH:20][S:21]([CH2:24][CH:25]([CH3:27])[CH3:26])(=[O:23])=[O:22]. (2) Given the reactants [Cl:1][C:2]1[CH:3]=[C:4]([C:34]2[CH2:35][CH2:36][C:37](=[O:40])[NH:38][N:39]=2)[CH:5]=[CH:6][C:7]=1[O:8][CH2:9][C:10]([N:12]1[CH2:17][CH2:16][CH:15]([NH:18][CH2:19][C@H:20]([OH:33])[CH2:21][O:22][C:23]2[CH:28]=[CH:27][C:26]([CH2:29][CH2:30][O:31][CH3:32])=[CH:25][CH:24]=2)[CH2:14][CH2:13]1)=[O:11].O1CC1COS(C1C=CC=C([N+]([O-])=O)C=1)(=O)=O, predict the reaction product. The product is: [Cl:1][C:2]1[CH:3]=[C:4]([C:34]2[CH2:35][CH2:36][C:37](=[O:40])[NH:38][N:39]=2)[CH:5]=[CH:6][C:7]=1[O:8][CH2:9][C:10]([N:12]1[CH2:13][CH2:14][CH:15]([NH:18][CH2:19][CH:20]([OH:33])[CH2:21][O:22][C:23]2[CH:28]=[CH:27][C:26]([CH2:29][CH2:30][O:31][CH3:32])=[CH:25][CH:24]=2)[CH2:16][CH2:17]1)=[O:11]. (3) The product is: [CH3:22][O:8][CH:7]([O:32][CH3:29])[C:6]1[N:5]([CH3:9])[N:4]=[CH:3][C:2]=1[I:1]. Given the reactants [I:1][C:2]1[CH:3]=[N:4][N:5]([CH3:9])[C:6]=1[CH:7]=[O:8].O.C1(C)C=CC(S(O)(=O)=O)=CC=1.[C:22]1(C)C=CC=CC=1.[C:29](=[O:32])([O-])O.[Na+], predict the reaction product.